Dataset: Forward reaction prediction with 1.9M reactions from USPTO patents (1976-2016). Task: Predict the product of the given reaction. (1) Given the reactants Br[C:2]1[CH:7]=[CH:6][C:5]([C:8]([C:14]2[CH:15]=[N:16][CH:17]=[N:18][CH:19]=2)([OH:13])[C:9]([CH3:12])([CH3:11])[CH3:10])=[CH:4][CH:3]=1.[F:20][C:21]([F:33])([F:32])[O:22][C:23]1[CH:28]=[CH:27][C:26](B(O)O)=[CH:25][CH:24]=1.C([O-])([O-])=O.[K+].[K+].CN(C=O)C, predict the reaction product. The product is: [CH3:10][C:9]([CH3:12])([CH3:11])[C:8]([C:14]1[CH:15]=[N:16][CH:17]=[N:18][CH:19]=1)([C:5]1[CH:6]=[CH:7][C:2]([C:26]2[CH:25]=[CH:24][C:23]([O:22][C:21]([F:20])([F:32])[F:33])=[CH:28][CH:27]=2)=[CH:3][CH:4]=1)[OH:13]. (2) Given the reactants [Br:1][C:2]1[C:10]2[C:9](Cl)=[N:8][CH:7]=[N:6][C:5]=2[N:4]([CH2:12][CH2:13][CH:14]([CH3:16])[CH3:15])[CH:3]=1.[OH-].[NH4+:18], predict the reaction product. The product is: [Br:1][C:2]1[C:10]2[C:9]([NH2:18])=[N:8][CH:7]=[N:6][C:5]=2[N:4]([CH2:12][CH2:13][CH:14]([CH3:16])[CH3:15])[CH:3]=1. (3) The product is: [CH2:1]([O:3][C:4]([C:6]1[O:7][C:8]2[CH:15]=[CH:14][CH:13]=[C:12]([NH2:16])[C:9]=2[C:10]=1[CH3:11])=[O:5])[CH3:2]. Given the reactants [CH2:1]([O:3][C:4]([C:6]1[O:7][C:8]2[CH:15]=[CH:14][CH:13]=[C:12]([NH:16]C(OC(C)(C)C)=O)[C:9]=2[C:10]=1[CH3:11])=[O:5])[CH3:2].FC(F)(F)C(O)=O, predict the reaction product. (4) Given the reactants [CH2:1]([O:8][C:9](=[O:21])[N:10]([CH2:12][C@H:13]1[CH2:18][CH2:17][C@H:16]([CH2:19][OH:20])[CH2:15][CH2:14]1)[CH3:11])[C:2]1[CH:7]=[CH:6][CH:5]=[CH:4][CH:3]=1.CS(C)=O.C(N(CC)CC)C, predict the reaction product. The product is: [CH2:1]([O:8][C:9](=[O:21])[N:10]([CH2:12][C@H:13]1[CH2:14][CH2:15][C@H:16]([CH:19]=[O:20])[CH2:17][CH2:18]1)[CH3:11])[C:2]1[CH:7]=[CH:6][CH:5]=[CH:4][CH:3]=1. (5) Given the reactants [Br:1][C:2]1[CH:30]=[CH:29][CH:28]=[CH:27][C:3]=1[CH2:4][C:5]1[O:6][C:7]([CH3:26])=[C:8]([CH3:25])[C:9]=1[C:10]([C:12]1[CH:17]=[C:16]([CH:18]([CH3:20])[CH3:19])[C:15](O)=[C:14]([CH:22]([CH3:24])[CH3:23])[CH:13]=1)=[O:11].Cl[S:32]([C:35]1[CH:43]=[CH:42][C:38]([C:39]([OH:41])=[O:40])=[C:37]([OH:44])[CH:36]=1)(=[O:34])=[O:33], predict the reaction product. The product is: [Br:1][C:2]1[CH:30]=[CH:29][CH:28]=[CH:27][C:3]=1[CH2:4][C:5]1[O:6][C:7]([CH3:26])=[C:8]([CH3:25])[C:9]=1[C:10]([C:12]1[CH:17]=[C:16]([CH:18]([CH3:19])[CH3:20])[C:15]([S:32]([C:35]2[CH:43]=[CH:42][C:38]([C:39]([OH:41])=[O:40])=[C:37]([OH:44])[CH:36]=2)(=[O:34])=[O:33])=[C:14]([CH:22]([CH3:23])[CH3:24])[CH:13]=1)=[O:11]. (6) Given the reactants CI.[CH3:3][O:4][C:5]([C@H:7]1[CH2:12][CH2:11][C@H:10]([CH2:13][N:14]2[C:18]3[CH:19]=[C:20]([O:24][CH3:25])[C:21]([F:23])=[CH:22][C:17]=3[NH:16][C:15]2=[O:26])[CH2:9][CH2:8]1)=[O:6].[C:27]([O-])([O-])=O.[K+].[K+], predict the reaction product. The product is: [CH3:3][O:4][C:5]([C@H:7]1[CH2:8][CH2:9][C@H:10]([CH2:13][N:14]2[C:18]3[CH:19]=[C:20]([O:24][CH3:25])[C:21]([F:23])=[CH:22][C:17]=3[N:16]([CH3:27])[C:15]2=[O:26])[CH2:11][CH2:12]1)=[O:6]. (7) Given the reactants C(=O)([O-])[O-].[K+].[K+].[C:7]1([S:13]([N:16]2[C:20]3=[N:21][CH:22]=[C:23]([OH:25])[CH:24]=[C:19]3[CH:18]=[C:17]2[C:26]([C:33]2[CH:38]=[CH:37][C:36]([S:39]([CH3:42])(=[O:41])=[O:40])=[CH:35][CH:34]=2)=[CH:27][CH:28]2[CH2:32][CH2:31][CH2:30][CH2:29]2)(=[O:15])=[O:14])[CH:12]=[CH:11][CH:10]=[CH:9][CH:8]=1.[CH2:43]([O:45][C:46](=[O:51])[C:47](Br)([CH3:49])[CH3:48])[CH3:44], predict the reaction product. The product is: [CH2:43]([O:45][C:46](=[O:51])[C:47]([O:25][C:23]1[CH:24]=[C:19]2[CH:18]=[C:17]([C:26]([C:33]3[CH:34]=[CH:35][C:36]([S:39]([CH3:42])(=[O:40])=[O:41])=[CH:37][CH:38]=3)=[CH:27][CH:28]3[CH2:32][CH2:31][CH2:30][CH2:29]3)[N:16]([S:13]([C:7]3[CH:12]=[CH:11][CH:10]=[CH:9][CH:8]=3)(=[O:14])=[O:15])[C:20]2=[N:21][CH:22]=1)([CH3:49])[CH3:48])[CH3:44]. (8) Given the reactants N[C@@H](CC1C=C(F)C=C(F)C=1)[C@@H]([C@H]1C[C@H](OC2C=CC=CN=2)CN1C(C1C=CC=CC=1)C1C=CC=CC=1)O.[NH2:39][C@@H:40]([CH2:68][C:69]1[CH:74]=[C:73]([F:75])[CH:72]=[C:71]([F:76])[CH:70]=1)[C@@H:41]([C@H:43]1[CH2:47][C@@H:46]([O:48][C:49]2[CH:54]=[CH:53][CH:52]=[CH:51][CH:50]=2)[CH2:45][N:44]1C(C1C=CC=CC=1)C1C=CC=CC=1)[OH:42].FC1C=C(C=C(F)C=1)C[C@H]1[C@@H]([C@H]2C[C@@H](OC3C=CC=CC=3)CN2C(C2C=CC=CC=2)C2C=CC=CC=2)OC(=O)N1.[C:117]([NH:120][C@:121]1([C@@H:170]([CH2:172][CH3:173])[CH3:171])[CH2:125][CH2:124][N:123]([C@@H:126]([CH2:161][CH2:162][C:163]2[CH:168]=[CH:167][CH:166]=[CH:165][CH:164]=2)[C:127](N[C@@H](CC2C=C(F)C=C(F)C=2)[C@@H]([C@H]2CCCCN2C(C2C=CC=CC=2)C2C=CC=CC=2)O)=[O:128])[C:122]1=[O:169])(=[O:119])[CH3:118].[Li+].[OH-], predict the reaction product. The product is: [C:117]([NH:120][C@:121]1([C@@H:170]([CH2:172][CH3:173])[CH3:171])[CH2:125][CH2:124][N:123]([C@@H:126]([CH2:161][CH2:162][C:163]2[CH:164]=[CH:165][CH:166]=[CH:167][CH:168]=2)[C:127]([NH:39][C@@H:40]([CH2:68][C:69]2[CH:74]=[C:73]([F:75])[CH:72]=[C:71]([F:76])[CH:70]=2)[C@H:41]([OH:42])[C@H:43]2[CH2:47][C@@H:46]([O:48][C:49]3[CH:50]=[CH:51][CH:52]=[CH:53][CH:54]=3)[CH2:45][NH:44]2)=[O:128])[C:122]1=[O:169])(=[O:119])[CH3:118].